Dataset: Catalyst prediction with 721,799 reactions and 888 catalyst types from USPTO. Task: Predict which catalyst facilitates the given reaction. (1) Reactant: [NH2:1][C:2]1[CH:7]=[C:6]([C:8]([F:11])([F:10])[F:9])[CH:5]=[CH:4][C:3]=1[NH:12][C:13]1[CH:14]=[C:15]([CH:21]=[CH:22][CH:23]=1)[C:16]([O:18]CC)=[O:17].[OH-].[Na+]. Product: [NH2:1][C:2]1[CH:7]=[C:6]([C:8]([F:10])([F:11])[F:9])[CH:5]=[CH:4][C:3]=1[NH:12][C:13]1[CH:14]=[C:15]([CH:21]=[CH:22][CH:23]=1)[C:16]([OH:18])=[O:17]. The catalyst class is: 353. (2) Reactant: [CH:1]([C:4]1[N:8]2[CH2:9][CH2:10][NH:11][CH2:12][C:7]2=[N:6][N:5]=1)([CH3:3])[CH3:2].[N+:13]([C:15]1[CH:27]=[CH:26][C:18]([C:19]([O:21]C(C)(C)C)=[O:20])=[CH:17][CH:16]=1)#[C-:14].[Cl:28][C:29]1[C:30]([F:43])=[C:31]([N:35]2[CH:39]=[C:38]([C:40](O)=[O:41])[N:37]=[N:36]2)[CH:32]=[CH:33][CH:34]=1.C(O)(C(F)(F)F)=[O:45]. Product: [Cl:28][C:29]1[C:30]([F:43])=[C:31]([N:35]2[CH:39]=[C:38]([C:40]([N:11]3[CH2:10][CH2:9][N:8]4[C:4]([CH:1]([CH3:3])[CH3:2])=[N:5][N:6]=[C:7]4[CH:12]3[C:14]([NH:13][C:15]3[CH:16]=[CH:17][C:18]([C:19]([OH:21])=[O:20])=[CH:26][CH:27]=3)=[O:45])=[O:41])[N:37]=[N:36]2)[CH:32]=[CH:33][CH:34]=1. The catalyst class is: 697. (3) Reactant: ClCCl.Br[C:5]1[CH:6]=[C:7]([CH:14]=[C:15]([N+:17]([O-:19])=[O:18])[CH:16]=1)[C:8]([NH:10][CH:11]([CH3:13])[CH3:12])=[O:9].[CH:20]1(B(O)O)[CH2:22][CH2:21]1.C([O-])([O-])=O.[K+].[K+]. Product: [CH:20]1([C:5]2[CH:6]=[C:7]([CH:14]=[C:15]([N+:17]([O-:19])=[O:18])[CH:16]=2)[C:8]([NH:10][CH:11]([CH3:13])[CH3:12])=[O:9])[CH2:22][CH2:21]1. The catalyst class is: 117. (4) Reactant: F[C:2]1[CH:3]=[C:4]([OH:11])[CH:5]=[CH:6][C:7]=1[N+:8]([O-:10])=[O:9].[CH3:12][C:13]1[CH:19]=[CH:18][C:16]([NH2:17])=[CH:15][CH:14]=1. Product: [CH3:12][C:13]1[CH:19]=[CH:18][C:16]([NH:17][C:2]2[CH:3]=[C:4]([OH:11])[CH:5]=[CH:6][C:7]=2[N+:8]([O-:10])=[O:9])=[CH:15][CH:14]=1. The catalyst class is: 13. (5) The catalyst class is: 369. Reactant: [CH2:1]([O:3][C:4](=[O:16])[C:5]1[CH:10]=[CH:9][C:8]([OH:11])=[C:7]([O:12][C:13](=[O:15])[CH3:14])[CH:6]=1)[CH3:2].C(=O)([O-])[O-].[K+].[K+].[CH2:23](Br)[C:24]1[CH:29]=[CH:28][CH:27]=[CH:26][CH:25]=1.Cl. Product: [CH2:1]([O:3][C:4](=[O:16])[C:5]1[CH:10]=[CH:9][C:8]([O:11][CH2:23][C:24]2[CH:29]=[CH:28][CH:27]=[CH:26][CH:25]=2)=[C:7]([O:12][C:13](=[O:15])[CH3:14])[CH:6]=1)[CH3:2]. (6) Reactant: [CH3:1][O:2][C:3]1[CH:13]=[CH:12][C:6]([C:7]([O:9]CC)=[O:8])=[CH:5][C:4]=1/[CH:14]=[CH:15]/[C:16]1[CH:21]=[CH:20][C:19]([O:22][C:23]([F:26])([F:25])[F:24])=[CH:18][CH:17]=1.[OH-].[K+].Cl. Product: [CH3:1][O:2][C:3]1[CH:13]=[CH:12][C:6]([C:7]([OH:9])=[O:8])=[CH:5][C:4]=1/[CH:14]=[CH:15]/[C:16]1[CH:21]=[CH:20][C:19]([O:22][C:23]([F:24])([F:25])[F:26])=[CH:18][CH:17]=1. The catalyst class is: 5. (7) Reactant: [N+]([C:4]1[CH:9]=[CH:8][C:7]([C:10]([F:13])([F:12])[F:11])=[CH:6][C:5]=1[CH2:14][C:15]#[N:16])([O-])=O.C(O)(=O)C. Product: [F:13][C:10]([F:11])([F:12])[C:7]1[CH:6]=[C:5]2[C:4](=[CH:9][CH:8]=1)[NH:16][CH:15]=[CH:14]2. The catalyst class is: 50. (8) Reactant: [F:1][CH:2]([F:20])[C:3]1[C:11]2[C:10]([F:13])([F:12])[CH2:9][CH2:8][C:7]([F:15])([F:14])[C:6]=2[N:5]([CH2:16][C:17](O)=[O:18])[N:4]=1.[ClH:21].[NH2:22][C@H:23]([C:33]1[C:38]([C:39]2[CH:47]=[C:46]3[C:42]([CH2:43][NH:44][C:45]3=[O:48])=[CH:41][CH:40]=2)=[CH:37][CH:36]=[C:35]([C:49]#[C:50][C:51]2[CH:52]=[N:53][CH:54]=[N:55][CH:56]=2)[N:34]=1)[CH2:24][C:25]1[CH:30]=[C:29]([F:31])[CH:28]=[C:27]([F:32])[CH:26]=1.CN(C(ON1N=NC2C=CC=NC1=2)=[N+](C)C)C.F[P-](F)(F)(F)(F)F.C(N(CC)C(C)C)(C)C. Product: [ClH:21].[F:20][CH:2]([F:1])[C:3]1[C:11]2[C:10]([F:12])([F:13])[CH2:9][CH2:8][C:7]([F:15])([F:14])[C:6]=2[N:5]([CH2:16][C:17]([NH:22][C@H:23]([C:33]2[C:38]([C:39]3[CH:47]=[C:46]4[C:42](=[CH:41][CH:40]=3)[CH2:43][NH:44][C:45]4=[O:48])=[CH:37][CH:36]=[C:35]([C:49]#[C:50][C:51]3[CH:52]=[N:53][CH:54]=[N:55][CH:56]=3)[N:34]=2)[CH2:24][C:25]2[CH:30]=[C:29]([F:31])[CH:28]=[C:27]([F:32])[CH:26]=2)=[O:18])[N:4]=1. The catalyst class is: 3. (9) Reactant: [Cl:1][C:2]1[CH:3]=[CH:4][C:5]2[N:6]([CH:8]=[C:9]([NH:11]C(=O)C(F)(F)F)[N:10]=2)[N:7]=1.C1COCC1.CO.C(=O)([O-])[O-].[K+].[K+]. Product: [Cl:1][C:2]1[CH:3]=[CH:4][C:5]2[N:6]([CH:8]=[C:9]([NH2:11])[N:10]=2)[N:7]=1. The catalyst class is: 84. (10) Reactant: [C:1]([O:5][C:6]([N:8]1[CH2:12][CH2:11][C@@H:10]([OH:13])[CH2:9]1)=[O:7])([CH3:4])([CH3:3])[CH3:2].[H-].[Na+].[CH3:16]I. Product: [CH3:16][O:13][C@@H:10]1[CH2:11][CH2:12][N:8]([C:6]([O:5][C:1]([CH3:4])([CH3:2])[CH3:3])=[O:7])[CH2:9]1. The catalyst class is: 30.